Regression. Given a peptide amino acid sequence and an MHC pseudo amino acid sequence, predict their binding affinity value. This is MHC class I binding data. From a dataset of Peptide-MHC class I binding affinity with 185,985 pairs from IEDB/IMGT. The peptide sequence is PPSGKGGNY. The MHC is HLA-B58:01 with pseudo-sequence HLA-B58:01. The binding affinity (normalized) is 0.0847.